From a dataset of Forward reaction prediction with 1.9M reactions from USPTO patents (1976-2016). Predict the product of the given reaction. (1) Given the reactants [Cl:1][C:2]1[N:7]=[C:6]([NH:8][C:9]2[CH:10]=[C:11]3[C:16](=[CH:17][CH:18]=2)[N:15]=[CH:14][CH:13]=[CH:12]3)[C:5]([N+:19]([O-])=O)=[CH:4][N:3]=1, predict the reaction product. The product is: [Cl:1][C:2]1[N:7]=[C:6]([NH:8][C:9]2[CH:10]=[C:11]3[C:16](=[CH:17][CH:18]=2)[N:15]=[CH:14][CH:13]=[CH:12]3)[C:5]([NH2:19])=[CH:4][N:3]=1. (2) Given the reactants [Br:1][C:2]1[CH:7]=[CH:6][C:5]([C@H:8](O)[CH2:9][CH2:10][C@H:11]([C:13]2[CH:18]=[CH:17][C:16]([Br:19])=[CH:15][CH:14]=2)O)=[CH:4][CH:3]=1.CCN(CC)CC.CS(Cl)(=O)=O.[C:33]([C:37]1[CH:43]=[CH:42][C:40]([NH2:41])=[CH:39][CH:38]=1)([CH3:36])([CH3:35])[CH3:34], predict the reaction product. The product is: [Br:1][C:2]1[CH:7]=[CH:6][C:5]([C@@H:8]2[CH2:9][CH2:10][C@@H:11]([C:13]3[CH:18]=[CH:17][C:16]([Br:19])=[CH:15][CH:14]=3)[N:41]2[C:40]2[CH:42]=[CH:43][C:37]([C:33]([CH3:36])([CH3:35])[CH3:34])=[CH:38][CH:39]=2)=[CH:4][CH:3]=1. (3) Given the reactants [CH3:1][O:2][C:3]1[CH:11]=[CH:10][C:6]([C:7]([OH:9])=[O:8])=[CH:5][CH:4]=1.[CH3:12][O:13][C:14]1[CH:21]=[CH:20][C:17](C=O)=[CH:16][CH:15]=1.OOS([O-])=O.[K+].CC[O:30][C:31](C)=[O:32], predict the reaction product. The product is: [CH3:1][O:2][C:3]1[CH:11]=[CH:10][C:6]([C:7]([OH:9])=[O:8])=[CH:5][CH:4]=1.[CH:31]([O:32][C:17]1[CH:16]=[CH:15][C:14]([O:13][CH3:12])=[CH:21][CH:20]=1)=[O:30]. (4) Given the reactants C(=O)([O-])[O-].[Na+].[Na+].C(OC(=O)[N:13]([CH2:30][CH2:31][O:32][C:33]1[CH:38]=[CH:37][C:36]([F:39])=[CH:35][C:34]=1Br)[CH2:14][CH2:15][NH:16][S:17]([C:20]1[C:21]2[CH:22]=[CH:23][N:24]=[CH:25][C:26]=2[CH:27]=[CH:28][CH:29]=1)(=[O:19])=[O:18])(C)(C)C.[F:42][C:43]1[CH:48]=[CH:47][CH:46]=[CH:45][C:44]=1B(O)O.CO.[Cl-:54].[Na+].O, predict the reaction product. The product is: [ClH:54].[ClH:54].[F:39][C:36]1[CH:37]=[CH:38][C:33]([O:32][CH2:31][CH2:30][NH:13][CH2:14][CH2:15][NH:16][S:17]([C:20]2[C:21]3[CH:22]=[CH:23][N:24]=[CH:25][C:26]=3[CH:27]=[CH:28][CH:29]=2)(=[O:18])=[O:19])=[C:34]([C:44]2[CH:45]=[CH:46][CH:47]=[CH:48][C:43]=2[F:42])[CH:35]=1. (5) Given the reactants Br[CH2:2][CH:3]1[O:8][C:7]2[CH:9]=[C:10]([S:14]([CH3:17])(=[O:16])=[O:15])[CH:11]=[C:12]([F:13])[C:6]=2[CH2:5][O:4]1.[CH3:18][NH:19][CH2:20][CH3:21], predict the reaction product. The product is: [F:13][C:12]1[C:6]2[CH2:5][O:4][CH:3]([CH2:2][N:19]([CH3:18])[CH2:20][CH3:21])[O:8][C:7]=2[CH:9]=[C:10]([S:14]([CH3:17])(=[O:16])=[O:15])[CH:11]=1. (6) The product is: [N:1]1([C:7]2[CH:15]=[CH:14][C:13]([N+:16]([O-:18])=[O:17])=[CH:12][C:8]=2[C:9]([Cl:21])=[O:10])[CH2:6][CH2:5][O:4][CH2:3][CH2:2]1. Given the reactants [N:1]1([C:7]2[CH:15]=[CH:14][C:13]([N+:16]([O-:18])=[O:17])=[CH:12][C:8]=2[C:9](O)=[O:10])[CH2:6][CH2:5][O:4][CH2:3][CH2:2]1.S(Cl)([Cl:21])=O, predict the reaction product. (7) Given the reactants Cl[C:2]12[CH2:10][CH2:9][C:5]([CH3:11])([C:6]([Cl:8])=[N:7]1)[O:4][C:3]2=[O:12].[CH2:13]1CCN2C(=NCCC2)C[CH2:14]1.C(O)C, predict the reaction product. The product is: [Cl:8][C:6]1[N:7]=[C:2]([C:3]([O:4][CH2:13][CH3:14])=[O:12])[CH:10]=[CH:9][C:5]=1[CH3:11].